This data is from NCI-60 drug combinations with 297,098 pairs across 59 cell lines. The task is: Regression. Given two drug SMILES strings and cell line genomic features, predict the synergy score measuring deviation from expected non-interaction effect. (1) Drug 1: C1C(C(OC1N2C=C(C(=O)NC2=O)F)CO)O. Drug 2: C1CN1C2=NC(=NC(=N2)N3CC3)N4CC4. Cell line: NCIH23. Synergy scores: CSS=43.8, Synergy_ZIP=-2.44, Synergy_Bliss=0.695, Synergy_Loewe=-1.61, Synergy_HSA=3.21. (2) Drug 1: C1=C(C(=O)NC(=O)N1)N(CCCl)CCCl. Drug 2: CC1C(C(CC(O1)OC2CC(CC3=C2C(=C4C(=C3O)C(=O)C5=CC=CC=C5C4=O)O)(C(=O)C)O)N)O. Cell line: SF-539. Synergy scores: CSS=73.0, Synergy_ZIP=1.46, Synergy_Bliss=0.0146, Synergy_Loewe=0.824, Synergy_HSA=2.69. (3) Drug 1: CC(C)(C#N)C1=CC(=CC(=C1)CN2C=NC=N2)C(C)(C)C#N. Drug 2: C1=NC2=C(N1)C(=S)N=CN2. Cell line: SK-MEL-2. Synergy scores: CSS=-1.68, Synergy_ZIP=5.13, Synergy_Bliss=7.42, Synergy_Loewe=0.486, Synergy_HSA=-0.784. (4) Drug 1: CC12CCC3C(C1CCC2OP(=O)(O)O)CCC4=C3C=CC(=C4)OC(=O)N(CCCl)CCCl.[Na+]. Drug 2: CC1C(C(CC(O1)OC2CC(CC3=C2C(=C4C(=C3O)C(=O)C5=C(C4=O)C(=CC=C5)OC)O)(C(=O)CO)O)N)O.Cl. Cell line: MDA-MB-435. Synergy scores: CSS=63.3, Synergy_ZIP=13.2, Synergy_Bliss=15.5, Synergy_Loewe=3.66, Synergy_HSA=15.9.